This data is from Catalyst prediction with 721,799 reactions and 888 catalyst types from USPTO. The task is: Predict which catalyst facilitates the given reaction. (1) Reactant: FC(F)(F)C(O)=O.Br[CH2:9][C:10]1[CH:28]=[CH:27][CH:26]=[CH:25][C:11]=1[CH2:12][O:13][CH2:14][CH:15]([NH2:24])[CH2:16][C:17]1[CH:22]=[CH:21][C:20]([Br:23])=[CH:19][CH:18]=1.C([O-])([O-])=O.[K+].[K+]. Product: [Br:23][C:20]1[CH:21]=[CH:22][C:17]([CH2:16][CH:15]2[NH:24][CH2:9][C:10]3[CH:28]=[CH:27][CH:26]=[CH:25][C:11]=3[CH2:12][O:13][CH2:14]2)=[CH:18][CH:19]=1. The catalyst class is: 1. (2) Product: [CH2:7]([O:17][C:18]1[CH:19]=[C:20]([CH2:28][OH:29])[CH:21]=[C:22]([CH2:23][OH:24])[CH:27]=1)[CH2:8][CH2:9][CH2:10][CH2:11][CH2:12][CH2:13][CH2:14][CH2:15][CH3:16]. The catalyst class is: 1. Reactant: [H-].[H-].[H-].[H-].[Li+].[Al+3].[CH2:7]([O:17][C:18]1[CH:19]=[C:20]([C:28](OC)=[O:29])[CH:21]=[C:22]([CH:27]=1)[C:23](OC)=[O:24])[CH2:8][CH2:9][CH2:10][CH2:11][CH2:12][CH2:13][CH2:14][CH2:15][CH3:16].Cl. (3) Reactant: [NH:1]1[CH:5]=[N:4][N:3]=[N:2]1.[C:6]1([CH:12]2[C:15]3([CH2:17][O:16]3)[O:14][CH2:13]2)[CH:11]=[CH:10][CH:9]=[CH:8][CH:7]=1. Product: [OH:16][CH2:17][C:15]1([N:2]2[N:3]=[N:4][CH:5]=[N:1]2)[CH:12]([C:6]2[CH:11]=[CH:10][CH:9]=[CH:8][CH:7]=2)[CH2:13][O:14]1. The catalyst class is: 1. (4) Reactant: [Cl:1][C:2]1[C:7]([C:8](OC)=[O:9])=[CH:6][N:5]=[C:4]([Cl:12])[CH:3]=1.[H-].C([Al+]CC(C)C)C(C)C. Product: [Cl:1][C:2]1[C:7]([CH:8]=[O:9])=[CH:6][N:5]=[C:4]([Cl:12])[CH:3]=1. The catalyst class is: 4. (5) Reactant: [O:1]1[CH:11]2[CH:2]1[CH2:3][C:4]1[C:9]([CH2:10]2)=[CH:8][CH:7]=[CH:6][CH:5]=1.[N-:12]=[N+:13]=[N-:14].[Na+].S(=O)(=O)(O)O. Product: [N:12]([C@@H:11]1[CH2:10][C:9]2[C:4](=[CH:5][CH:6]=[CH:7][CH:8]=2)[CH2:3][C@H:2]1[OH:1])=[N+:13]=[N-:14]. The catalyst class is: 148. (6) Reactant: Cl[C:2]1[C:7]([Cl:8])=[N:6][CH:5]=[CH:4][N:3]=1.[CH3:9][NH2:10]. Product: [Cl:8][C:7]1[C:2]([NH:10][CH3:9])=[N:3][CH:4]=[CH:5][N:6]=1. The catalyst class is: 1. (7) Reactant: [CH2:1]([O:8][C:9](=[O:17])[CH2:10][C@@H:11]([OH:16])[CH2:12][C:13]([NH2:15])=[O:14])[C:2]1[CH:7]=[CH:6][CH:5]=[CH:4][CH:3]=1.N1C=CN=C1.[Si:23](Cl)([C:26]([CH3:29])([CH3:28])[CH3:27])([CH3:25])[CH3:24]. Product: [CH2:1]([O:8][C:9](=[O:17])[CH2:10][C@@H:11]([O:16][Si:23]([C:26]([CH3:29])([CH3:28])[CH3:27])([CH3:25])[CH3:24])[CH2:12][C:13]([NH2:15])=[O:14])[C:2]1[CH:3]=[CH:4][CH:5]=[CH:6][CH:7]=1. The catalyst class is: 9. (8) Reactant: [CH3:1][O:2][C:3]1[CH:13]=[CH:12][CH:11]=[C:10]2[C:4]=1[C:5](=O)[NH:6][S:7]2(=[O:9])=[O:8].S(Cl)([Cl:17])=O.CN(C)C=O. Product: [Cl:17][C:5]1[C:4]2[C:3]([O:2][CH3:1])=[CH:13][CH:12]=[CH:11][C:10]=2[S:7](=[O:9])(=[O:8])[N:6]=1. The catalyst class is: 12. (9) Reactant: [O:1]1[C:5]2[CH:6]=[CH:7][CH:8]=[CH:9][C:4]=2[NH:3][C:2]1=[O:10].[Br:11]Br. Product: [Br:11][C:7]1[CH:8]=[CH:9][C:4]2[NH:3][C:2](=[O:10])[O:1][C:5]=2[CH:6]=1. The catalyst class is: 2.